Predict which catalyst facilitates the given reaction. From a dataset of Catalyst prediction with 721,799 reactions and 888 catalyst types from USPTO. Reactant: C(O)(C(F)(F)F)=O.[Cl:8][C:9]1[CH:10]=[CH:11][C:12]([CH2:31][N:32]2[CH2:35][CH:34]([OH:36])[CH2:33]2)=[C:13]([CH:30]=1)[CH2:14][NH:15][C:16](=[O:29])[C@@H:17]1[CH2:21][CH2:20][CH2:19][N:18]1C(OC(C)(C)C)=O. Product: [Cl:8][C:9]1[CH:10]=[CH:11][C:12]([CH2:31][N:32]2[CH2:35][CH:34]([OH:36])[CH2:33]2)=[C:13]([CH:30]=1)[CH2:14][NH:15][C:16](=[O:29])[C@@H:17]1[CH2:21][CH2:20][CH2:19][NH:18]1. The catalyst class is: 2.